The task is: Predict which catalyst facilitates the given reaction.. This data is from Catalyst prediction with 721,799 reactions and 888 catalyst types from USPTO. (1) The catalyst class is: 3. Reactant: [Cl:1][C:2]1[CH:3]=[C:4]([CH:8]([OH:16])[C:9]2[CH:10]=[C:11]([CH:14]=[O:15])[O:12][CH:13]=2)[CH:5]=[CH:6][CH:7]=1.N1C=CN=C1.[CH3:22][C:23]([Si:26](Cl)([CH3:28])[CH3:27])([CH3:25])[CH3:24].C([O-])(O)=O.[Na+]. Product: [Si:26]([O:16][CH:8]([C:4]1[CH:5]=[CH:6][CH:7]=[C:2]([Cl:1])[CH:3]=1)[C:9]1[CH:10]=[C:11]([CH:14]=[O:15])[O:12][CH:13]=1)([C:23]([CH3:25])([CH3:24])[CH3:22])([CH3:28])[CH3:27]. (2) Reactant: C([C@@H]1[CH2:13][CH:12]([CH2:14][C:15]2[CH:20]=[CH:19][C:18]([C:21]3[CH:26]=[CH:25][CH:24]=[CH:23][CH:22]=3)=[CH:17][CH:16]=2)[N:11](/C=C/C2C=CC=CC=2)[C:10]1=[O:35])(=O)C1C=CC=CC=1.[CH2:36]=O.[CH3:38][C:39]([CH3:42])([O-:41])[CH3:40].[K+].CO[CH2:46][CH2:47][O:48]C. Product: [C:39]([O:41][C:10]([N:11]1[C@H:12]([CH2:14][C:15]2[CH:20]=[CH:19][C:18]([C:21]3[CH:26]=[CH:25][CH:24]=[CH:23][CH:22]=3)=[CH:17][CH:16]=2)[CH2:13][C:46](=[CH2:36])[C:47]1=[O:48])=[O:35])([CH3:42])([CH3:40])[CH3:38]. The catalyst class is: 775. (3) Reactant: [NH2:1][C:2]1[CH:7]=[C:6]([C:8]([F:11])([F:10])[F:9])[CH:5]=[CH:4][C:3]=1[N:12]1[CH2:17][CH2:16][CH2:15][C@H:14]([N:18]([CH3:26])[C:19](=[O:25])[O:20][C:21]([CH3:24])([CH3:23])[CH3:22])[CH2:13]1.C(N(CC)CC)C.[F:34][C:35]1[CH:43]=[CH:42][C:41]([I:44])=[CH:40][C:36]=1[C:37](Cl)=[O:38].CCOC(C)=O. Product: [F:34][C:35]1[CH:43]=[CH:42][C:41]([I:44])=[CH:40][C:36]=1[C:37]([NH:1][C:2]1[CH:7]=[C:6]([C:8]([F:11])([F:9])[F:10])[CH:5]=[CH:4][C:3]=1[N:12]1[CH2:17][CH2:16][CH2:15][C@H:14]([N:18]([CH3:26])[C:19](=[O:25])[O:20][C:21]([CH3:22])([CH3:23])[CH3:24])[CH2:13]1)=[O:38]. The catalyst class is: 2. (4) Reactant: C(O)(C(F)(F)F)=O.CC(OC([NH:15][C@H:16]1[CH2:21][CH2:20][CH2:19][N:18]([C:22]([O:24][CH2:25][C:26]2[CH:31]=[CH:30][CH:29]=[CH:28][CH:27]=2)=[O:23])[CH2:17]1)=O)(C)C. Product: [NH2:15][C@H:16]1[CH2:21][CH2:20][CH2:19][N:18]([C:22]([O:24][CH2:25][C:26]2[CH:31]=[CH:30][CH:29]=[CH:28][CH:27]=2)=[O:23])[CH2:17]1. The catalyst class is: 2. (5) Reactant: [Cl:1][C:2]1[CH:16]=[CH:15][C:5]([O:6][C:7]2[CH:14]=[CH:13][CH:12]=[CH:11][C:8]=2[CH2:9][NH2:10])=[CH:4][CH:3]=1.[CH:17]1([C:22]([N:24]2[CH2:29][CH2:28][C:27](=O)[CH2:26][CH2:25]2)=[O:23])[CH2:21][CH2:20][CH2:19][CH2:18]1.[BH-](OC(C)=O)(OC(C)=O)OC(C)=O.[Na+].C(O)(=O)C. Product: [Cl:1][C:2]1[CH:16]=[CH:15][C:5]([O:6][C:7]2[CH:14]=[CH:13][CH:12]=[CH:11][C:8]=2[CH2:9][NH:10][CH:27]2[CH2:28][CH2:29][N:24]([C:22]([CH:17]3[CH2:21][CH2:20][CH2:19][CH2:18]3)=[O:23])[CH2:25][CH2:26]2)=[CH:4][CH:3]=1. The catalyst class is: 26.